This data is from Reaction yield outcomes from USPTO patents with 853,638 reactions. The task is: Predict the reaction yield, written as a fraction of the theoretical maximum amount of product (1.0 means a 100% yield; for example, 0.34 means a 34% yield). (1) The reactants are [OH-:1].[Na+].[CH3:3][NH:4][C:5]([N:7]1[C:15]2[C:10](=[CH:11][C:12]([O:16][C:17]3[CH:22]=[CH:21][N:20]=[C:19]([N:23]([C:33]([O:35]C4C=CC=CC=4)=O)C(=O)OC4C=CC=CC=4)[CH:18]=3)=[CH:13][CH:14]=2)[CH:9]=[CH:8]1)=[O:6].[OH-:42].[Li+].Cl. The catalyst is CN(C)C=O.O1CCCC1.CO.O. The product is [CH3:3][NH:4][C:5]([N:7]1[C:15]2[C:10](=[CH:11][C:12]([O:16][C:17]3[CH:22]=[CH:21][N:20]=[C:19]([NH:23][C:33](=[O:35])[NH:7][CH2:8][CH2:9][C:10]([OH:42])=[O:1])[CH:18]=3)=[CH:13][CH:14]=2)[CH:9]=[CH:8]1)=[O:6]. The yield is 0.660. (2) The reactants are [Cl:1][CH2:2][CH2:3][C:4]([C:8]1[CH:13]=[CH:12][CH:11]=[CH:10][CH:9]=1)([OH:7])[CH:5]=[CH2:6].B.C1C[O:18]CC1.[OH-].[Na+].OO. The catalyst is C1COCC1. The product is [Cl:1][CH2:2][CH2:3][C:4]([C:8]1[CH:13]=[CH:12][CH:11]=[CH:10][CH:9]=1)([OH:7])[CH2:5][CH2:6][OH:18]. The yield is 0.640. (3) The reactants are [CH2:1]([C:11]1[C:18]2[S:17][C:16]3[CH:19]=[CH:20][S:21][C:15]=3[C:14]=2[S:13][CH:12]=1)[CH2:2][CH2:3][CH2:4][CH2:5][CH2:6][CH2:7][CH2:8][CH2:9][CH3:10].[Br:22]N1C(=O)CCC1=O.O. The catalyst is CN(C=O)C. The product is [Br:22][C:12]1[S:13][C:14]2[C:15]3[S:21][CH:20]=[CH:19][C:16]=3[S:17][C:18]=2[C:11]=1[CH2:1][CH2:2][CH2:3][CH2:4][CH2:5][CH2:6][CH2:7][CH2:8][CH2:9][CH3:10]. The yield is 0.902.